Predict the product of the given reaction. From a dataset of Forward reaction prediction with 1.9M reactions from USPTO patents (1976-2016). (1) Given the reactants [CH3:1][O:2][C:3](=[O:34])[CH2:4][C@H:5]1[C:9]2[CH:10]=[CH:11][C:12]([O:14][C@H:15]3[C:23]4[C:18](=[C:19]([O:25][C:26]5[CH:31]=[CH:30][C:29]([OH:32])=[CH:28][C:27]=5[F:33])[CH:20]=[CH:21][C:22]=4[F:24])[CH2:17][CH2:16]3)=[CH:13][C:8]=2[O:7][CH2:6]1.[OH:35][C:36]([CH3:51])([CH3:50])[CH2:37][CH2:38]OS(C1C=CC(C)=CC=1)(=O)=O, predict the reaction product. The product is: [CH3:1][O:2][C:3](=[O:34])[CH2:4][C@H:5]1[C:9]2[CH:10]=[CH:11][C:12]([O:14][C@H:15]3[C:23]4[C:18](=[C:19]([O:25][C:26]5[CH:31]=[CH:30][C:29]([O:32][CH2:38][CH2:37][C:36]([OH:35])([CH3:51])[CH3:50])=[CH:28][C:27]=5[F:33])[CH:20]=[CH:21][C:22]=4[F:24])[CH2:17][CH2:16]3)=[CH:13][C:8]=2[O:7][CH2:6]1. (2) Given the reactants [F:1][CH:2]([F:32])[O:3][C:4]1[CH:5]=[C:6](SC)[C:7](C2CC(C)(S(C3C=CC=C(C(F)(F)F)C=3)(=O)=O)CCO2)=[N:8][CH:9]=1.ClC1C([CH:42]2[CH2:47][C:46]([CH3:61])([S:48]([C:51]3[CH:56]=[CH:55][CH:54]=[C:53]([C:57]([F:60])([F:59])[F:58])[CH:52]=3)(=[O:50])=[O:49])[CH2:45][CH2:44][O:43]2)=NC=C(SC)C=1.O[O:63][S:64]([O-:66])=O.[K+].[CH3:68]O, predict the reaction product. The product is: [F:32][CH:2]([F:1])[O:3][C:4]1[CH:5]=[C:6]([S:64]([CH3:68])(=[O:66])=[O:63])[C:7]([CH:42]2[CH2:47][C:46]([CH3:61])([S:48]([C:51]3[CH:56]=[CH:55][CH:54]=[C:53]([C:57]([F:60])([F:59])[F:58])[CH:52]=3)(=[O:49])=[O:50])[CH2:45][CH2:44][O:43]2)=[N:8][CH:9]=1.